This data is from Full USPTO retrosynthesis dataset with 1.9M reactions from patents (1976-2016). The task is: Predict the reactants needed to synthesize the given product. (1) Given the product [CH:1]1([CH2:4][O:5][C:6]2[C:11]([O:12][CH3:13])=[CH:10][CH:9]=[CH:8][C:7]=2/[CH:14]=[CH:15]/[C:16]2[N:17]=[C:18]3[N:22]([C:23]=2[C:24]([NH:34][C:33]2[CH:35]=[CH:36][C:30]([O:29][C:28]([F:27])([F:37])[F:38])=[CH:31][CH:32]=2)=[O:26])[CH:21]=[CH:20][S:19]3)[CH2:3][CH2:2]1, predict the reactants needed to synthesize it. The reactants are: [CH:1]1([CH2:4][O:5][C:6]2[C:11]([O:12][CH3:13])=[CH:10][CH:9]=[CH:8][C:7]=2/[CH:14]=[CH:15]/[C:16]2[N:17]=[C:18]3[N:22]([C:23]=2[C:24]([OH:26])=O)[CH:21]=[CH:20][S:19]3)[CH2:3][CH2:2]1.[F:27][C:28]([F:38])([F:37])[O:29][C:30]1[CH:36]=[CH:35][C:33]([NH2:34])=[CH:32][CH:31]=1.CCN=C=NCCCN(C)C.Cl. (2) Given the product [CH2:11]([O:13][C:14](=[O:38])[C:15]1[CH:20]=[CH:19][CH:18]=[C:17]([N:21]2[C:25]([CH3:26])=[CH:24][CH:23]=[C:22]2[C:27]2[CH:32]=[C:31]([S:33]([CH3:36])(=[O:34])=[O:35])[CH:30]=[CH:29][C:28]=2[O:37][CH2:4][C:3]2[CH:6]=[CH:7][C:8]([F:10])=[CH:9][C:2]=2[F:1])[CH:16]=1)[CH3:12], predict the reactants needed to synthesize it. The reactants are: [F:1][C:2]1[CH:9]=[C:8]([F:10])[CH:7]=[CH:6][C:3]=1[CH2:4]Br.[CH2:11]([O:13][C:14](=[O:38])[C:15]1[CH:20]=[CH:19][CH:18]=[C:17]([N:21]2[C:25]([CH3:26])=[CH:24][CH:23]=[C:22]2[C:27]2[CH:32]=[C:31]([S:33]([CH3:36])(=[O:35])=[O:34])[CH:30]=[CH:29][C:28]=2[OH:37])[CH:16]=1)[CH3:12].C([O-])([O-])=O.[K+].[K+]. (3) Given the product [NH2:2][C:3]1[C:8]([C:9]#[N:10])=[C:7]([C:11]2[CH:12]=[CH:13][C:14]([O:17][CH2:18][CH:19]([OH:21])[CH3:20])=[CH:15][CH:16]=2)[C:6]([C:29]#[N:30])=[C:5]([S:31][CH2:32][C:33]2[N:34]=[C:35]([NH:38][C:39]3[CH:44]=[CH:43][C:42]([F:45])=[CH:41][CH:40]=3)[S:36][CH:37]=2)[N:4]=1, predict the reactants needed to synthesize it. The reactants are: Cl.[NH2:2][C:3]1[C:8]([C:9]#[N:10])=[C:7]([C:11]2[CH:16]=[CH:15][C:14]([O:17][CH2:18][CH:19]([O:21][Si](C(C)(C)C)(C)C)[CH3:20])=[CH:13][CH:12]=2)[C:6]([C:29]#[N:30])=[C:5]([S:31][CH2:32][C:33]2[N:34]=[C:35]([NH:38][C:39]3[CH:44]=[CH:43][C:42]([F:45])=[CH:41][CH:40]=3)[S:36][CH:37]=2)[N:4]=1.C(=O)(O)[O-].[Na+]. (4) Given the product [F:14][C:13]([F:16])([F:15])[C:12]([NH:11][CH2:10][CH2:9][CH:8]([OH:18])[C:4]1[CH:5]=[CH:6][CH:7]=[C:2]([C:22]#[C:21][C:20]([OH:26])([CH3:19])[CH2:23][CH2:24][CH3:25])[CH:3]=1)=[O:17], predict the reactants needed to synthesize it. The reactants are: Br[C:2]1[CH:3]=[C:4]([CH:8]([OH:18])[CH2:9][CH2:10][NH:11][C:12](=[O:17])[C:13]([F:16])([F:15])[F:14])[CH:5]=[CH:6][CH:7]=1.[CH3:19][C:20]([OH:26])([CH2:23][CH2:24][CH3:25])[C:21]#[CH:22]. (5) Given the product [N:20]([C:23]1[CH:32]=[CH:31][C:26]([C:27]2[N:2]=[C:1]([NH:4][N:5]=[C:6]([CH2:10][C:11]3[CH:16]=[CH:15][CH:14]=[CH:13][C:12]=3[N+:17]([O-:19])=[O:18])[C:7]([OH:9])=[O:8])[S:3][CH:28]=2)=[CH:25][CH:24]=1)=[N+:21]=[N-:22], predict the reactants needed to synthesize it. The reactants are: [C:1]([NH:4][N:5]=[C:6]([CH2:10][C:11]1[CH:16]=[CH:15][CH:14]=[CH:13][C:12]=1[N+:17]([O-:19])=[O:18])[C:7]([OH:9])=[O:8])(=[S:3])[NH2:2].[N:20]([C:23]1[CH:32]=[CH:31][C:26]([C:27](=O)[CH2:28]Br)=[CH:25][CH:24]=1)=[N+:21]=[N-:22]. (6) The reactants are: C(OC(=O)[NH:7][C@H:8]1[CH2:13][CH2:12][C@H:11]([NH:14][CH2:15][C:16]2[C:21]([CH3:22])=[CH:20][C:19]([CH3:23])=[CH:18][N:17]=2)[CH2:10][CH2:9]1)(C)(C)C.[O:25]([CH2:33][C:34]1[C:35]([CH:40]=O)=[N:36][CH:37]=[CH:38][CH:39]=1)[Si](C(C)(C)C)(C)C.[BH-](OC(C)=O)(OC(C)=O)OC(C)=O.[Na+].C(Cl)[Cl:57]. Given the product [ClH:57].[CH3:22][C:21]1[C:16]([CH2:15][N:14]([CH2:40][C:35]2[C:34]([CH2:33][OH:25])=[CH:39][CH:38]=[CH:37][N:36]=2)[C@H:11]2[CH2:10][CH2:9][C@H:8]([NH2:7])[CH2:13][CH2:12]2)=[N:17][CH:18]=[C:19]([CH3:23])[CH:20]=1, predict the reactants needed to synthesize it.